Dataset: Forward reaction prediction with 1.9M reactions from USPTO patents (1976-2016). Task: Predict the product of the given reaction. (1) Given the reactants [CH:1]1([C@H:7]2[N:12]3[CH:13]=[C:14]([C:19]([Cl:21])=[O:20])[C:15]4[CH:16]=[CH:17][CH:18]=[C:10]([C:11]=43)[O:9][CH2:8]2)[CH2:6][CH2:5][CH2:4][CH2:3][CH2:2]1.C(N(CC)C(C)C)(C)C.[CH2:31]([N:38]1[CH2:43][C@H:42]([CH3:44])[NH:41][C@H:40]([CH3:45])[CH2:39]1)[C:32]1[CH:37]=[CH:36][CH:35]=[CH:34][CH:33]=1, predict the reaction product. The product is: [ClH:21].[CH:1]1([C@H:7]2[N:12]3[CH:13]=[C:14]([C:19]([N:41]4[C@H:42]([CH3:44])[CH2:43][N:38]([CH2:31][C:32]5[CH:37]=[CH:36][CH:35]=[CH:34][CH:33]=5)[CH2:39][C@@H:40]4[CH3:45])=[O:20])[C:15]4[CH:16]=[CH:17][CH:18]=[C:10]([C:11]=43)[O:9][CH2:8]2)[CH2:6][CH2:5][CH2:4][CH2:3][CH2:2]1. (2) Given the reactants Br[C:2]1[S:6][C:5]([CH2:7][O:8][C:9]2[C:10]([F:19])=[C:11]([C:15]([F:18])=[CH:16][CH:17]=2)[C:12]([NH2:14])=[O:13])=[N:4][C:3]=1[C:20]1[CH:25]=[C:24]([O:26][CH3:27])[CH:23]=[CH:22][C:21]=1[Br:28], predict the reaction product. The product is: [Br:28][C:21]1[CH:22]=[CH:23][C:24]([O:26][CH3:27])=[CH:25][C:20]=1[C:3]1[N:4]=[C:5]([CH2:7][O:8][C:9]2[C:10]([F:19])=[C:11]([C:15]([F:18])=[CH:16][CH:17]=2)[C:12]([NH2:14])=[O:13])[S:6][CH:2]=1.